This data is from Reaction yield outcomes from USPTO patents with 853,638 reactions. The task is: Predict the reaction yield, written as a fraction of the theoretical maximum amount of product (1.0 means a 100% yield; for example, 0.34 means a 34% yield). (1) The reactants are [CH2:1]([O:3][C:4]([C:6]1([C:9]2[CH:14]=[CH:13][C:12]([C:15]3[CH:20]=[CH:19][C:18]([C:21]4[S:22][C:23]([F:29])=[CH:24][C:25]=4C(O)=O)=[CH:17][CH:16]=3)=[CH:11][CH:10]=2)[CH2:8][CH2:7]1)=[O:5])[CH3:2].C([N:32]([CH2:35]C)CC)C.C1(P(N=[N+]=[N-])(C2C=CC=CC=2)=[O:44])C=CC=CC=1.[S:54]1[CH:58]=[CH:57][C:56]([CH:59]([OH:61])[CH3:60])=[CH:55]1. The catalyst is C(OCC)(=O)C.O.C1(C)C=CC=CC=1. The product is [CH2:1]([O:3][C:4]([C:6]1([C:9]2[CH:14]=[CH:13][C:12]([C:15]3[CH:16]=[CH:17][C:18]([C:21]4[S:22][C:23]([F:29])=[CH:24][C:25]=4[NH:32][C:35]([O:61][CH:59]([C:56]4[CH:57]=[CH:58][S:54][CH:55]=4)[CH3:60])=[O:44])=[CH:19][CH:20]=3)=[CH:11][CH:10]=2)[CH2:7][CH2:8]1)=[O:5])[CH3:2]. The yield is 0.590. (2) The reactants are Cl[C:2]1[CH:3]=[CH:4][C:5]2[C:14]3[CH:13]=[C:12]4[CH2:15][CH2:16][CH2:17][C:18](=[O:19])[C:11]4=[CH:10][C:9]=3[O:8][CH2:7][C:6]=2[CH:20]=1.P([O-])([O-])([O-])=O.[K+].[K+].[K+].CC(C1C=C(C(C)C)C(C2C=CC=CC=2P(C2CCCCC2)C2CCCCC2)=C(C(C)C)C=1)C.[Si:63]([C:67]#[CH:68])([CH3:66])([CH3:65])[CH3:64]. The catalyst is CC#N.CC#N.Cl[Pd]Cl.C(#N)C. The product is [CH3:64][Si:63]([C:67]#[C:68][C:2]1[CH:3]=[CH:4][C:5]2[C:14]3[CH:13]=[C:12]4[CH2:15][CH2:16][CH2:17][C:18](=[O:19])[C:11]4=[CH:10][C:9]=3[O:8][CH2:7][C:6]=2[CH:20]=1)([CH3:66])[CH3:65]. The yield is 0.334. (3) The reactants are [CH2:1]([O:8][CH2:9][CH2:10][C@H:11]1[CH2:16][CH2:15][C@H:14]([CH:17]=O)[CH2:13][CH2:12]1)[C:2]1[CH:7]=[CH:6][CH:5]=[CH:4][CH:3]=1.[C:19]([S@:23]([NH2:25])=[O:24])([CH3:22])([CH3:21])[CH3:20]. The catalyst is C1COCC1.[O-]CC.[Ti+4].[O-]CC.[O-]CC.[O-]CC. The product is [CH2:1]([O:8][CH2:9][CH2:10][C@H:11]1[CH2:16][CH2:15][C@H:14](/[CH:17]=[N:25]/[S@@:23]([C:19]([CH3:22])([CH3:21])[CH3:20])=[O:24])[CH2:13][CH2:12]1)[C:2]1[CH:7]=[CH:6][CH:5]=[CH:4][CH:3]=1. The yield is 0.920. (4) The reactants are [S:1]1[CH:5]=[CH:4][C:3]2[CH:6]=[CH:7][CH:8]=[C:9]([C:10]3[CH:15]=[C:14]([F:16])[N:13]=[CH:12][C:11]=3[CH:17]([NH2:19])[CH3:18])[C:2]1=2.[C:20]([O:24][C:25](O[C:25]([O:24][C:20]([CH3:23])([CH3:22])[CH3:21])=[O:26])=[O:26])([CH3:23])([CH3:22])[CH3:21].C(Cl)(Cl)Cl. The catalyst is O1CCOCC1.O. The product is [C:20]([O:24][C:25](=[O:26])[NH:19][CH:17]([C:11]1[CH:12]=[N:13][C:14]([F:16])=[CH:15][C:10]=1[C:9]1[C:2]2[S:1][CH:5]=[CH:4][C:3]=2[CH:6]=[CH:7][CH:8]=1)[CH3:18])([CH3:23])([CH3:22])[CH3:21]. The yield is 0.760. (5) The reactants are [CH3:1][O:2][C:3](=[O:64])[NH:4][CH:5]([C:9]([N:11]1[CH2:15][CH2:14][CH2:13][CH:12]1[C:16]1[NH:17][C:18]([C:21]2[CH:30]=[CH:29][C:28]3[C:23](=[CH:24][CH:25]=[C:26]([C:31]4[CH:36]=[CH:35][C:34]([C:37]5[NH:38][C:39]([CH:42]6[CH2:46][CH2:45][CH2:44][N:43]6[C:47](=[O:63])[CH:48]([NH:55][C:56]([O:58][C:59](C)(C)C)=[O:57])[C:49]6[CH:54]=[CH:53][CH:52]=[CH:51][CH:50]=6)=[N:40][CH:41]=5)=[CH:33][CH:32]=4)[CH:27]=3)[CH:22]=2)=[CH:19][N:20]=1)=[O:10])[CH:6]([CH3:8])[CH3:7].[CH3:65]OC(NC(C1C=C(C)C=CC=1)C(O)=O)=O. No catalyst specified. The product is [CH3:1][O:2][C:3](=[O:64])[NH:4][CH:5]([C:9]([N:11]1[CH2:15][CH2:14][CH2:13][CH:12]1[C:16]1[NH:17][C:18]([C:21]2[CH:30]=[CH:29][C:28]3[C:23](=[CH:24][CH:25]=[C:26]([C:31]4[CH:32]=[CH:33][C:34]([C:37]5[NH:38][C:39]([CH:42]6[CH2:46][CH2:45][CH2:44][N:43]6[C:47](=[O:63])[CH:48]([NH:55][C:56]([O:58][CH3:59])=[O:57])[C:49]6[CH:50]=[C:51]([CH3:65])[CH:52]=[CH:53][CH:54]=6)=[N:40][CH:41]=5)=[CH:35][CH:36]=4)[CH:27]=3)[CH:22]=2)=[CH:19][N:20]=1)=[O:10])[CH:6]([CH3:8])[CH3:7]. The yield is 0.340. (6) The reactants are CO[C:3]1N=C[C:10]2[C:5](=[C:6]3[CH:20]=[CH:19][CH:18]=[CH:17][C:7]3=[C:8]3[CH:16]=[CH:15][CH:14]=[CH:13][C:9]3=2)[N:4]=1.Cl.[N:22]1[CH:27]=CC=CC=1.[OH2:28]. No catalyst specified. The product is [N:22]1[C:10]2[C:5](=[C:6]3[CH:20]=[CH:19][CH:18]=[CH:17][C:7]3=[C:8]3[CH:16]=[CH:15][CH:14]=[CH:13][C:9]3=2)[N:4]=[CH:3][C:27]=1[OH:28]. The yield is 0.970. (7) The reactants are [CH:1]1([C:5]2[NH:13][C:8]3=[N:9][CH:10]=[CH:11][CH:12]=[C:7]3[CH:6]=2)[CH2:4][CH2:3][CH2:2]1.ClC1C=CC=C(C(OO)=[O:22])C=1. The catalyst is ClCCl. The product is [CH:1]1([C:5]2[NH:13][C:8]3=[N+:9]([O-:22])[CH:10]=[CH:11][CH:12]=[C:7]3[CH:6]=2)[CH2:2][CH2:3][CH2:4]1. The yield is 0.230. (8) The reactants are [NH2:1][C:2]1[S:3][CH:4]=[CH:5][N:6]=1.N1C=CC=CC=1.Cl[C:14]([O:16][C:17]1[CH:22]=[CH:21][CH:20]=[CH:19][CH:18]=1)=[O:15].C(OCC)(=O)C.O1CCCC1. The catalyst is CN(C)C=O.O. The product is [C:17]1([O:16][C:14](=[O:15])[NH:1][C:2]2[S:3][CH:4]=[CH:5][N:6]=2)[CH:22]=[CH:21][CH:20]=[CH:19][CH:18]=1. The yield is 0.960.